From a dataset of Forward reaction prediction with 1.9M reactions from USPTO patents (1976-2016). Predict the product of the given reaction. The product is: [CH3:33][S:30]([O:20][CH2:19][CH2:18][CH2:17][O:16][C:14]1[CH:13]=[CH:12][C:9]2[CH2:10][CH2:11][N:5]([CH:1]3[CH2:2][CH2:3][CH2:4]3)[CH2:6][CH2:7][C:8]=2[CH:15]=1)(=[O:32])=[O:31]. Given the reactants [CH:1]1([N:5]2[CH2:11][CH2:10][C:9]3[CH:12]=[CH:13][C:14]([O:16][CH2:17][CH2:18][CH2:19][OH:20])=[CH:15][C:8]=3[CH2:7][CH2:6]2)[CH2:4][CH2:3][CH2:2]1.CCN(C(C)C)C(C)C.[S:30](Cl)([CH3:33])(=[O:32])=[O:31], predict the reaction product.